From a dataset of Peptide-MHC class II binding affinity with 134,281 pairs from IEDB. Regression. Given a peptide amino acid sequence and an MHC pseudo amino acid sequence, predict their binding affinity value. This is MHC class II binding data. (1) The peptide sequence is VPRDLEVVAATPTSL. The MHC is HLA-DPA10201-DPB10101 with pseudo-sequence HLA-DPA10201-DPB10101. The binding affinity (normalized) is 0.165. (2) The peptide sequence is EKKYFAATQFEPLVA. The MHC is HLA-DPA10201-DPB10501 with pseudo-sequence HLA-DPA10201-DPB10501. The binding affinity (normalized) is 0.846. (3) The peptide sequence is GELQHVDKIDAAFKI. The MHC is DRB3_0202 with pseudo-sequence DRB3_0202. The binding affinity (normalized) is 0.262. (4) The peptide sequence is WEQIFSTWLLKPGAG. The MHC is HLA-DQA10501-DQB10201 with pseudo-sequence HLA-DQA10501-DQB10201. The binding affinity (normalized) is 0.119. (5) The peptide sequence is LISRVLDGLVMTTIS. The MHC is DRB1_1501 with pseudo-sequence DRB1_1501. The binding affinity (normalized) is 0.353. (6) The peptide sequence is LMEIVYNVTFSCVER. The MHC is DRB1_0101 with pseudo-sequence DRB1_0101. The binding affinity (normalized) is 0.706.